From a dataset of Catalyst prediction with 721,799 reactions and 888 catalyst types from USPTO. Predict which catalyst facilitates the given reaction. Reactant: C(O)(C(F)(F)F)=O.[NH2:8][CH2:9][C:10]([OH:12])=[O:11].[CH3:13][CH2:14][C:15]1[C:24]2[CH2:25][N:26]3[C:31](=[O:32])[C:30]4[CH2:33][O:34][C:35]([C@:37]([OH:40])([CH2:38][CH3:39])[C:29]=4[CH:28]=[C:27]3[C:23]=2[N:22]=[C:21]2[C:16]=1[CH:17]=[C:18]([OH:41])[CH:19]=[CH:20]2)=[O:36].ON1C(=O)CCC1=O.C(N=C=NCCCN(C)C)C. Product: [NH2:8][CH2:9][C:10]([OH:12])=[O:11].[CH3:13][CH2:14][C:15]1[C:24]2[CH2:25][N:26]3[C:31](=[O:32])[C:30]4[CH2:33][O:34][C:35]([C@:37]([OH:40])([CH2:38][CH3:39])[C:29]=4[CH:28]=[C:27]3[C:23]=2[N:22]=[C:21]2[C:16]=1[CH:17]=[C:18]([OH:41])[CH:19]=[CH:20]2)=[O:36]. The catalyst class is: 9.